From a dataset of Experimentally validated miRNA-target interactions with 360,000+ pairs, plus equal number of negative samples. Binary Classification. Given a miRNA mature sequence and a target amino acid sequence, predict their likelihood of interaction. (1) The miRNA is hsa-miR-7151-3p with sequence CUACAGGCUGGAAUGGGCUCA. The protein sequence of the target gene is MALSRVCWARSAVWGSAVTPGHFVTRRLQLGRSGLAWGAPRSSKLHLSPKADVKNLMSYVVTKTKAINGKYHRFLGRHFPRFYVLYTIFMKGLQMLWADAKKARRIKTNMWKHNIKFHQLPYREMEHLRQFRQDVTKCLFLGIISIPPFANYLVFLLMYLFPRQLLIRHFWTPKQQTDFLDIYHAFRKQSHPEIISYLEKVIPLISDAGLRWRLTDLCTKIQRGTHPAIHDILALRECFSNHPLGMNQLQALHVKALSRAMLLTSYLPPPLLRHRLKTHTTVIHQLDKALAKLGIGQLTA.... Result: 1 (interaction). (2) The miRNA is rno-miR-17-5p with sequence CAAAGUGCUUACAGUGCAGGUAG. Result: 0 (no interaction). The protein sequence of the target gene is MTGKLAEKLPVTMSSLLNQLPDNLYPEEIPSALNLFSGSSDSVVHYNQMATENVMDIGLTNEKPNPELSYSGSFQPAPGNKTVTYLGKFAFDSPSNWCQDNIISLMSAGILGVPPASGALSTQTSTASMVQPPQGDVEAMYPALPPYSNCGDLYSEPVSFHDPQGNPGLAYSPQDYQSAKPALDSNLFPMIPDYNLYHHPNDMGSIPEHKPFQGMDPIRVNPPPITPLETIKAFKDKQIHPGFGSLPQPPLTLKPIRPRKYPNRPSKTPLHERPHACPAEGCDRRFSRSDELTRHLRIHT....